Dataset: Catalyst prediction with 721,799 reactions and 888 catalyst types from USPTO. Task: Predict which catalyst facilitates the given reaction. (1) The catalyst class is: 611. Product: [NH2:1][C@@H:2]([CH2:7][CH2:8][CH:9]([CH2:14][C:15]1[CH:20]=[CH:19][C:18]([O:21][CH2:22][F:23])=[CH:17][CH:16]=1)[C:10]([OH:12])=[O:11])[C:3]([OH:5])=[O:4]. Reactant: [NH2:1][C@@H:2]([CH2:7][CH2:8][CH:9]([CH2:14][C:15]1[CH:20]=[CH:19][C:18]([O:21][CH2:22][F:23])=[CH:17][CH:16]=1)[C:10]([O:12]C)=[O:11])[C:3]([O:5]C)=[O:4].O1CCCC1. (2) Reactant: [CH2:1]([O:3][C:4](=[O:25])[CH2:5][C@@H:6]([N:13]1[C:17]2=[N:18][C:19]([C:22]#[N:23])=[CH:20][CH:21]=[C:16]2[NH:15][C:14]1=[O:24])[C:7]1[CH:12]=[CH:11][CH:10]=[CH:9][CH:8]=1)[CH3:2].[I-].[CH3:27][N:28]1[C:36]2[C:31](=[C:32]([CH3:37])[CH:33]=[CH:34][CH:35]=2)[C:30]([CH2:38][N+](C)(C)C)=[CH:29]1.C([O-])([O-])=O.[K+].[K+].O. Product: [CH2:1]([O:3][C:4](=[O:25])[CH2:5][C@@H:6]([N:13]1[C:17]2=[N:18][C:19]([C:22]#[N:23])=[CH:20][CH:21]=[C:16]2[N:15]([CH2:38][C:30]2[C:31]3[C:36](=[CH:35][CH:34]=[CH:33][C:32]=3[CH3:37])[N:28]([CH3:27])[CH:29]=2)[C:14]1=[O:24])[C:7]1[CH:8]=[CH:9][CH:10]=[CH:11][CH:12]=1)[CH3:2]. The catalyst class is: 31. (3) Reactant: C1C=CC2N(O)N=[N:7]C=2C=1.CCN=C=NCCCN(C)C.Cl.Cl.CCN(C(C)C)C(C)C.[C:33]([O:37][C:38]([N:40]1[CH2:45][CH2:44][N:43]([C:46]2[CH:51]=[CH:50][C:49]([NH:52][C:53]3[N:58]=[C:57]([CH2:59][CH2:60][C:61]4[CH:66]=[CH:65][CH:64]=[CH:63][C:62]=4[CH2:67][C:68]([OH:70])=O)[C:56]([CH3:71])=[CH:55][N:54]=3)=[CH:48][CH:47]=2)[CH2:42][CH2:41]1)=[O:39])([CH3:36])([CH3:35])[CH3:34].C(=O)([O-])[O-].[NH4+].[NH4+]. Product: [NH2:7][C:68](=[O:70])[CH2:67][C:62]1[CH:63]=[CH:64][CH:65]=[CH:66][C:61]=1[CH2:60][CH2:59][C:57]1[C:56]([CH3:71])=[CH:55][N:54]=[C:53]([NH:52][C:49]2[CH:50]=[CH:51][C:46]([N:43]3[CH2:44][CH2:45][N:40]([C:38]([O:37][C:33]([CH3:36])([CH3:34])[CH3:35])=[O:39])[CH2:41][CH2:42]3)=[CH:47][CH:48]=2)[N:58]=1. The catalyst class is: 3. (4) Reactant: Br[C:2]1[CH:7]=[CH:6][C:5]([NH:8][C:9](=[O:15])[O:10][C:11]([CH3:14])([CH3:13])[CH3:12])=[C:4]([N+:16]([O-:18])=[O:17])[CH:3]=1.[S:19]1[CH:23]=[CH:22][CH:21]=[C:20]1B(O)O.C(=O)([O-])[O-].[K+].[K+].C1(C)C=CC=CC=1P(C1C=CC=CC=1C)C1C=CC=CC=1C. The catalyst class is: 108. Product: [N+:16]([C:4]1[CH:3]=[C:2]([C:20]2[S:19][CH:23]=[CH:22][CH:21]=2)[CH:7]=[CH:6][C:5]=1[NH:8][C:9](=[O:15])[O:10][C:11]([CH3:14])([CH3:13])[CH3:12])([O-:18])=[O:17]. (5) Reactant: [C:1]([O:5][C:6]([N:8]1[CH2:15][CH2:14][C:13]([CH3:17])([CH3:16])[CH:9]1[C:10]([OH:12])=O)=[O:7])([CH3:4])([CH3:3])[CH3:2].[C:18]([O:22][C:23]([NH:25][CH2:26][C:27]1[CH:41]=[CH:40][C:39]([Cl:42])=[CH:38][C:28]=1[CH2:29][NH:30][C:31](=[O:37])[C@@H:32]1[CH2:36][CH2:35][CH2:34][NH:33]1)=[O:24])([CH3:21])([CH3:20])[CH3:19]. Product: [C:1]([O:5][C:6]([N:8]1[CH2:15][CH2:14][C:13]([CH3:17])([CH3:16])[C@H:9]1[C:10]([N:33]1[CH2:34][CH2:35][CH2:36][C@H:32]1[C:31]([NH:30][CH2:29][C:28]1[CH:38]=[C:39]([Cl:42])[CH:40]=[CH:41][C:27]=1[CH2:26][NH:25][C:23]([O:22][C:18]([CH3:19])([CH3:20])[CH3:21])=[O:24])=[O:37])=[O:12])=[O:7])([CH3:2])([CH3:3])[CH3:4]. The catalyst class is: 344. (6) Reactant: [OH:1][C@@H:2]([CH3:6])[C:3](O)=[O:4].C(N1C=CN=C1)(N1C=CN=C1)=O.Cl.[NH2:20][C@H:21]1[CH2:26][CH2:25][C@H:24]([NH:27][C:28](=[O:42])[C:29]2[CH:34]=[CH:33][C:32]([C:35]3[CH:40]=[CH:39][CH:38]=[C:37]([F:41])[CH:36]=3)=[N:31][CH:30]=2)[CH2:23][CH2:22]1.C(NC(C)C)(C)C. Product: [F:41][C:37]1[CH:36]=[C:35]([C:32]2[CH:33]=[CH:34][C:29]([C:28]([NH:27][C@H:24]3[CH2:23][CH2:22][C@H:21]([NH:20][C:3](=[O:4])[C@@H:2]([OH:1])[CH3:6])[CH2:26][CH2:25]3)=[O:42])=[CH:30][N:31]=2)[CH:40]=[CH:39][CH:38]=1. The catalyst class is: 16. (7) Reactant: [C:1]([O:5][C:6]([N:8]1[CH2:13][CH2:12][CH:11]([C:14]2[N:15]([C@@H:30]3[CH2:35][CH2:34][CH2:33][N:32](C(OCC4C=CC=CC=4)=O)[CH2:31]3)[CH:16]=[C:17]([C:19]3[CH:24]=[CH:23][C:22]([F:25])=[C:21]([C:26]([F:29])([F:28])[F:27])[CH:20]=3)[N:18]=2)[CH2:10][CH2:9]1)=[O:7])([CH3:4])([CH3:3])[CH3:2].[H][H]. Product: [C:1]([O:5][C:6]([N:8]1[CH2:9][CH2:10][CH:11]([C:14]2[N:15]([C@@H:30]3[CH2:35][CH2:34][CH2:33][NH:32][CH2:31]3)[CH:16]=[C:17]([C:19]3[CH:24]=[CH:23][C:22]([F:25])=[C:21]([C:26]([F:27])([F:29])[F:28])[CH:20]=3)[N:18]=2)[CH2:12][CH2:13]1)=[O:7])([CH3:4])([CH3:2])[CH3:3]. The catalyst class is: 19. (8) Reactant: [CH2:1]([O:3][C:4]1[CH:5]=[C:6]([C:13]([O:21]C)(OC)[CH2:14][CH2:15][C:16]([O-:18])=O)[CH:7]=[CH:8][C:9]=1[O:10][CH2:11][CH3:12])[CH3:2].[K+].ClC1C=C(Cl)C=C(Cl)C=1C(Cl)=O.[CH2:36]([C:43]1[N:48]=[C:47]([NH2:49])[CH:46]=[C:45]([C:50]2[CH:55]=[CH:54][CH:53]=[CH:52][CH:51]=2)[CH:44]=1)[C:37]1[CH:42]=[CH:41][CH:40]=[CH:39][CH:38]=1.Cl. Product: [CH2:36]([C:43]1[N:48]=[C:47]([NH:49][C:16](=[O:18])[CH2:15][CH2:14][C:13]([C:6]2[CH:7]=[CH:8][C:9]([O:10][CH2:11][CH3:12])=[C:4]([O:3][CH2:1][CH3:2])[CH:5]=2)=[O:21])[CH:46]=[C:45]([C:50]2[CH:55]=[CH:54][CH:53]=[CH:52][CH:51]=2)[CH:44]=1)[C:37]1[CH:38]=[CH:39][CH:40]=[CH:41][CH:42]=1. The catalyst class is: 531. (9) Reactant: [CH3:1][O:2][C:3]1[CH:12]=[C:11]2[C:6]([CH2:7][CH2:8][C@@H:9](OS(C3C=CC(C)=CC=3)(=O)=O)[CH2:10]2)=[CH:5][CH:4]=1.[NH3:24]. Product: [CH3:1][O:2][C:3]1[CH:12]=[C:11]2[C:6]([CH2:7][CH2:8][C@H:9]([NH2:24])[CH2:10]2)=[CH:5][CH:4]=1. The catalyst class is: 5. (10) Reactant: [C:1]([C:3]1[CH:4]=[C:5]([CH:19]=[C:20]([S:24][CH3:25])[C:21]=1[O:22]C)[C:6]([N:8]1[C:12]2[CH:13]=[CH:14][CH:15]=[CH:16][C:11]=2[S:10](=[O:18])(=[O:17])[CH2:9]1)=[O:7])#[N:2].[Cl-].[Li+].Cl. Product: [C:1]([C:3]1[CH:4]=[C:5]([CH:19]=[C:20]([S:24][CH3:25])[C:21]=1[OH:22])[C:6]([N:8]1[C:12]2[CH:13]=[CH:14][CH:15]=[CH:16][C:11]=2[S:10](=[O:18])(=[O:17])[CH2:9]1)=[O:7])#[N:2]. The catalyst class is: 9.